Dataset: Forward reaction prediction with 1.9M reactions from USPTO patents (1976-2016). Task: Predict the product of the given reaction. (1) Given the reactants [C:1]1([S:7][C:8]2[CH:13]=[CH:12][CH:11]=[CH:10][C:9]=2[NH:14][C:15]([N:17]2[CH2:22][CH2:21][N:20]([CH2:23][CH2:24][O:25][CH2:26][CH2:27][O:28][C:29](=[O:36])[C:30]3[CH:35]=[CH:34][CH:33]=[CH:32][CH:31]=3)[CH2:19][CH2:18]2)=O)[CH:6]=[CH:5][CH:4]=[CH:3][CH:2]=1.P(Cl)(Cl)(Cl)=O.O=P12OP3(OP(OP(O3)(O1)=O)(=O)O2)=O, predict the reaction product. The product is: [CH:5]1[C:6]2[C:15]([N:17]3[CH2:22][CH2:21][N:20]([CH2:23][CH2:24][O:25][CH2:26][CH2:27][O:28][C:29](=[O:36])[C:30]4[CH:35]=[CH:34][CH:33]=[CH:32][CH:31]=4)[CH2:19][CH2:18]3)=[N:14][C:9]3[CH:10]=[CH:11][CH:12]=[CH:13][C:8]=3[S:7][C:1]=2[CH:2]=[CH:3][CH:4]=1. (2) The product is: [CH3:1][S:2][C:3]1[CH:10]=[CH:9][C:6]([CH2:7][C:11]#[N:12])=[CH:5][CH:4]=1. Given the reactants [CH3:1][S:2][C:3]1[CH:10]=[CH:9][C:6]([CH2:7]Cl)=[CH:5][CH:4]=1.[C-:11]#[N:12].[Na+].[Cl-].O, predict the reaction product. (3) Given the reactants O1CCCCC1[N:7]1[C:15]2[C:10](=[CH:11][C:12]([C:16]3[N:20]=[CH:19][N:18](C(C4C=CC=CC=4)(C4C=CC=CC=4)C4C=CC=CC=4)[N:17]=3)=[CH:13][CH:14]=2)[C:9]([C:40]2[CH:45]=[CH:44][C:43]([NH2:46])=[CH:42][CH:41]=2)=[N:8]1.[C:47](Cl)(=O)[C:48]1C=CC=[CH:50][CH:49]=1.C(N(CC)CC)C.[O:63]1[CH2:67][CH2:66][CH2:65][CH2:64]1, predict the reaction product. The product is: [NH:18]1[CH:19]=[N:20][C:16]([C:12]2[CH:11]=[C:10]3[C:15](=[CH:14][CH:13]=2)[NH:7][N:8]=[C:9]3[C:40]2[CH:45]=[CH:44][C:43]([NH:46][C:67](=[O:63])[CH2:66][C:65]3[CH:50]=[CH:49][CH:48]=[CH:47][CH:64]=3)=[CH:42][CH:41]=2)=[N:17]1. (4) Given the reactants FC(F)(F)S(O[CH2:7]/[CH:8]=[C:9]1/[CH:10]([C:21]2[CH:26]=[CH:25][C:24]([N+:27]([O-:29])=[O:28])=[CH:23][CH:22]=2)[O:11][CH:12]([C:15]2[CH:20]=[CH:19][CH:18]=[CH:17][CH:16]=2)[CH2:13][CH2:14]/1)(=O)=O.[O:32]1CCOCC1.CO.[OH-].[Na+], predict the reaction product. The product is: [N+:27]([C:24]1[CH:23]=[CH:22][C:21]([C@H:10]2[C@@H:9]([CH:8]([OH:32])[CH3:7])[CH2:14][CH2:13][C@@H:12]([C:15]3[CH:16]=[CH:17][CH:18]=[CH:19][CH:20]=3)[O:11]2)=[CH:26][CH:25]=1)([O-:29])=[O:28].